This data is from Reaction yield outcomes from USPTO patents with 853,638 reactions. The task is: Predict the reaction yield, written as a fraction of the theoretical maximum amount of product (1.0 means a 100% yield; for example, 0.34 means a 34% yield). (1) The reactants are [BH4-].[BH4-].[BH4-].[BH4-].[Na+].[Na+].[Na+].[Na+].[CH3:9][O:10][C:11]1[C:12]([O:41][CH3:42])=[CH:13][C:14]2[N:20](COCC[Si](C)(C)C)[C:19](=O)[C@@H:18]3[CH2:30][C:31]([C:33]4[CH:38]=[CH:37][CH:36]=[CH:35][CH:34]=4)=[CH:32][N:17]3[C:16](=[O:39])[C:15]=2[CH:40]=1.CCO.C1COCC1. The catalyst is C(OCC)(=O)C.C(Cl)(Cl)Cl.CO. The product is [CH3:9][O:10][C:11]1[C:12]([O:41][CH3:42])=[CH:13][C:14]2[N:20]=[CH:19][C@@H:18]3[CH2:30][C:31]([C:33]4[CH:38]=[CH:37][CH:36]=[CH:35][CH:34]=4)=[CH:32][N:17]3[C:16](=[O:39])[C:15]=2[CH:40]=1. The yield is 0.740. (2) The reactants are C(OC(=O)[NH:7][CH:8]1[CH2:13][CH2:12][CH2:11][N:10]([C:14]2[CH:15]=[N:16][C:17]([O:23][C:24]3[CH:29]=[CH:28][C:27]([O:30][C:31]4[CH:36]=[CH:35][CH:34]=[C:33]([F:37])[CH:32]=4)=[CH:26][CH:25]=3)=[C:18]([C:20](=[O:22])[NH2:21])[CH:19]=2)[CH2:9]1)(C)(C)C.Cl. The catalyst is C(Cl)Cl.O1CCOCC1. The product is [NH2:7][CH:8]1[CH2:13][CH2:12][CH2:11][N:10]([C:14]2[CH:15]=[N:16][C:17]([O:23][C:24]3[CH:25]=[CH:26][C:27]([O:30][C:31]4[CH:36]=[CH:35][CH:34]=[C:33]([F:37])[CH:32]=4)=[CH:28][CH:29]=3)=[C:18]([C:20]([NH2:21])=[O:22])[CH:19]=2)[CH2:9]1. The yield is 0.834. (3) The reactants are [O:1]1[C:5]2[CH:6]=[CH:7][CH:8]=[CH:9][C:4]=2[N:3]=[C:2]1[NH2:10].C1C(=O)N(OC(ON2C(=O)CCC2=O)=O)[C:13](=[O:14])C1.Cl.[Cl:30][C:31]1[CH:50]=[CH:49][C:34]([O:35][C:36]2[CH:37]=[C:38]([CH:46]=[CH:47][CH:48]=2)[CH2:39][N:40]2[CH2:45][CH2:44][NH:43][CH2:42][CH2:41]2)=[CH:33][CH:32]=1.C(N(C(C)C)CC)(C)C. The catalyst is C(Cl)Cl.CCOC(C)=O. The product is [O:1]1[C:5]2[CH:6]=[CH:7][CH:8]=[CH:9][C:4]=2[N:3]=[C:2]1[NH:10][C:13]([N:43]1[CH2:44][CH2:45][N:40]([CH2:39][C:38]2[CH:46]=[CH:47][CH:48]=[C:36]([O:35][C:34]3[CH:49]=[CH:50][C:31]([Cl:30])=[CH:32][CH:33]=3)[CH:37]=2)[CH2:41][CH2:42]1)=[O:14]. The yield is 0.630. (4) The reactants are [OH:1][C@H:2]1[C@H:7]([CH3:8])[CH2:6][CH2:5][C@@H:4]([NH:9][C:10]2[C:15]([C:16]#[N:17])=[CH:14][N:13]=[C:12]([NH:18][CH:19]([CH3:21])[CH3:20])[N:11]=2)[CH2:3]1.[OH-:22].[Na+].OO. The catalyst is CS(C)=O. The product is [OH:1][C@H:2]1[C@H:7]([CH3:8])[CH2:6][CH2:5][C@@H:4]([NH:9][C:10]2[C:15]([C:16]([NH2:17])=[O:22])=[CH:14][N:13]=[C:12]([NH:18][CH:19]([CH3:21])[CH3:20])[N:11]=2)[CH2:3]1. The yield is 0.520. (5) The reactants are [F:1][C:2]1[CH:7]=[C:6](B(O)O)[CH:5]=[CH:4][N:3]=1.Br[C:12]1[CH:41]=[CH:40][C:15]2[N:16]([C:19]3[S:23][C:22]([C:24]([NH2:26])=[O:25])=[C:21]([O:27][C@@H:28]([C:30]4[CH:35]=[CH:34][CH:33]=[CH:32][C:31]=4[C:36]([F:39])([F:38])[F:37])[CH3:29])[CH:20]=3)[CH:17]=[N:18][C:14]=2[CH:13]=1.C(=O)([O-])[O-].[Na+].[Na+]. The catalyst is CN(C)C(=O)C.Cl[Pd]Cl.C1(P(C2C=CC=CC=2)[C-]2C=CC=C2)C=CC=CC=1.[C-]1(P(C2C=CC=CC=2)C2C=CC=CC=2)C=CC=C1.[Fe+2]. The product is [F:1][C:2]1[CH:7]=[C:6]([C:12]2[CH:41]=[CH:40][C:15]3[N:16]([C:19]4[S:23][C:22]([C:24]([NH2:26])=[O:25])=[C:21]([O:27][C@@H:28]([C:30]5[CH:35]=[CH:34][CH:33]=[CH:32][C:31]=5[C:36]([F:39])([F:38])[F:37])[CH3:29])[CH:20]=4)[CH:17]=[N:18][C:14]=3[CH:13]=2)[CH:5]=[CH:4][N:3]=1. The yield is 0.670. (6) The reactants are Cl[C:2]1[N:7]=[C:6]([NH:8][CH3:9])[N:5]=[C:4]([NH:10][CH2:11][C:12]#[CH:13])[N:3]=1.[F:14][C:15]([F:20])([F:19])[CH2:16][CH2:17][NH2:18].C(NC1N=C(NC)N=C(NCC#C)N=1)C. No catalyst specified. The product is [CH3:9][NH:8][C:6]1[N:5]=[C:4]([NH:10][CH2:11][C:12]#[CH:13])[N:3]=[C:2]([NH:18][CH2:17][CH2:16][C:15]([F:20])([F:19])[F:14])[N:7]=1. The yield is 0.690. (7) The reactants are [C:1]([Mg]Br)#[CH:2].[CH:5]([C:7]1[S:11][C:10]([C:12]([OH:14])=[O:13])=[CH:9][CH:8]=1)=[O:6].[NH4+].[Cl-].O1CCC[CH2:18]1. No catalyst specified. The product is [CH3:18][O:13][C:12]([C:10]1[S:11][C:7]([CH:5]([OH:6])[C:1]#[CH:2])=[CH:8][CH:9]=1)=[O:14]. The yield is 1.00. (8) The reactants are Cl[C:2]1[N:7]=[C:6]([NH:8][C:9]2[CH:14]=[CH:13][CH:12]=[CH:11][C:10]=2[S:15]([CH:18]([CH3:20])[CH3:19])(=[O:17])=[O:16])[C:5]([Cl:21])=[CH:4][N:3]=1.[CH3:22][P:23]([C:26]1[CH:27]=[CH:28][C:29]([O:33][CH3:34])=[C:30]([CH:32]=1)[NH2:31])([CH3:25])=[O:24].[OH-].[Na+]. The product is [Cl:21][C:5]1[C:6]([NH:8][C:9]2[CH:14]=[CH:13][CH:12]=[CH:11][C:10]=2[S:15]([CH:18]([CH3:20])[CH3:19])(=[O:17])=[O:16])=[N:7][C:2]([NH:31][C:30]2[CH:32]=[C:26]([P:23]([CH3:22])([CH3:25])=[O:24])[CH:27]=[CH:28][C:29]=2[O:33][CH3:34])=[N:3][CH:4]=1. The catalyst is COCCO. The yield is 0.480.